Dataset: Catalyst prediction with 721,799 reactions and 888 catalyst types from USPTO. Task: Predict which catalyst facilitates the given reaction. (1) Reactant: O=[C:2]1[CH:7]=[CH:6][CH:5]=[CH:4][CH:3]1[C@H:8]1[CH2:12][O:11][CH2:10][N:9]1[C:13](=[O:26])[CH2:14][CH2:15][CH2:16][C:17]([C:19]1[CH:24]=[CH:23][C:22]([F:25])=[CH:21][CH:20]=1)=[O:18].[O:27]=C[C@@H]([C@H]([C@@H]([C@@H](CO)O)O)O)O.P([O-])([O-])([O-])=O.[K+].[K+].[K+].S([O-])([O-])(=O)=O.[Mg+2].[OH-].[Na+]. Product: [F:25][C:22]1[CH:23]=[CH:24][C:19]([C@@H:17]([OH:18])[CH2:16][CH2:15][CH2:14][C:13]([N:9]2[C@@H:8]([C:3]3[CH:4]=[CH:5][CH:6]=[CH:7][CH:2]=3)[CH2:12][O:11][C:10]2=[O:27])=[O:26])=[CH:20][CH:21]=1. The catalyst class is: 226. (2) Reactant: [CH3:1][O:2][C:3]1[CH:8]=[CH:7][C:6]([C:9]2[N:10]=[C:11]([C:22]3([C:28]([NH2:30])=[O:29])[CH2:27][CH2:26][NH:25][CH2:24][CH2:23]3)[O:12][C:13]=2[C:14]2[CH:19]=[CH:18][C:17]([O:20][CH3:21])=[CH:16][CH:15]=2)=[CH:5][CH:4]=1.ClC(Cl)(O[C:35](=[O:41])OC(Cl)(Cl)Cl)Cl.C(N(CC)CC)C.Cl.[CH3:51][NH:52][OH:53]. Product: [CH3:1][O:2][C:3]1[CH:4]=[CH:5][C:6]([C:9]2[N:10]=[C:11]([C:22]3([C:28]([NH2:30])=[O:29])[CH2:27][CH2:26][N:25]([C:35](=[O:41])[N:52]([OH:53])[CH3:51])[CH2:24][CH2:23]3)[O:12][C:13]=2[C:14]2[CH:15]=[CH:16][C:17]([O:20][CH3:21])=[CH:18][CH:19]=2)=[CH:7][CH:8]=1. The catalyst class is: 7. (3) Reactant: [CH3:1][S:2]([C:5]1[CH:10]=[CH:9][C:8]([C:11]2[CH:20]=[CH:19][C:18]3[C:13](=[CH:14][CH:15]=[C:16]([O:21][CH3:22])[CH:17]=3)[C:12]=2[C:23]([C:25]2[CH:30]=[CH:29][C:28]([O:31][CH2:32][CH2:33][N:34]3[CH2:39][CH2:38][CH2:37][CH2:36][CH2:35]3)=[CH:27][CH:26]=2)=[O:24])=[CH:7][CH:6]=1)(=[O:4])=[O:3].[H-].[Al+3].[Li+].[H-].[H-].[H-]. Product: [CH3:1][S:2]([C:5]1[CH:6]=[CH:7][C:8]([C:11]2[CH:20]=[CH:19][C:18]3[C:13](=[CH:14][CH:15]=[C:16]([O:21][CH3:22])[CH:17]=3)[C:12]=2[CH:23]([C:25]2[CH:30]=[CH:29][C:28]([O:31][CH2:32][CH2:33][N:34]3[CH2:39][CH2:38][CH2:37][CH2:36][CH2:35]3)=[CH:27][CH:26]=2)[OH:24])=[CH:9][CH:10]=1)(=[O:4])=[O:3]. The catalyst class is: 1.